Dataset: Reaction yield outcomes from USPTO patents with 853,638 reactions. Task: Predict the reaction yield, written as a fraction of the theoretical maximum amount of product (1.0 means a 100% yield; for example, 0.34 means a 34% yield). (1) The catalyst is C1(C)C=CC=CC=1.C(O)C.C1C=CC([P]([Pd]([P](C2C=CC=CC=2)(C2C=CC=CC=2)C2C=CC=CC=2)([P](C2C=CC=CC=2)(C2C=CC=CC=2)C2C=CC=CC=2)[P](C2C=CC=CC=2)(C2C=CC=CC=2)C2C=CC=CC=2)(C2C=CC=CC=2)C2C=CC=CC=2)=CC=1. The yield is 0.640. The reactants are Br[C:2]1[CH:3]=[C:4]([CH:16]=[C:17]([O:21][CH3:22])[C:18]=1[O:19][CH3:20])[CH:5]=[C:6]1[C:14]2[C:9](=[CH:10][CH:11]=[CH:12][CH:13]=2)[NH:8][C:7]1=[O:15].C(=O)([O-])[O-].[Na+].[Na+].[CH2:29]([O:31][C:32]1[CH:33]=[C:34](B(O)O)[CH:35]=[CH:36][CH:37]=1)[CH3:30].O. The product is [CH2:29]([O:31][C:32]1[CH:37]=[C:36]([C:3]2[CH:2]=[C:18]([O:19][CH3:20])[C:17]([O:21][CH3:22])=[CH:16][C:4]=2[CH:5]=[C:6]2[C:14]3[C:9](=[CH:10][CH:11]=[CH:12][CH:13]=3)[NH:8][C:7]2=[O:15])[CH:35]=[CH:34][CH:33]=1)[CH3:30]. (2) The reactants are [CH3:1][C:2]1([CH3:20])[O:7][C@H:6]([C@@H:8]([CH:18]=[CH2:19])[C@@H:9]([OH:17])[C:10]([O:12][C:13]([CH3:16])([CH3:15])[CH3:14])=[O:11])[CH2:5][CH2:4][O:3]1.[H-].[Na+].[CH3:23]I. The catalyst is C1COCC1. The product is [CH3:1][C:2]1([CH3:20])[O:7][C@H:6]([C@@H:8]([CH:18]=[CH2:19])[C@@H:9]([O:17][CH3:23])[C:10]([O:12][C:13]([CH3:14])([CH3:16])[CH3:15])=[O:11])[CH2:5][CH2:4][O:3]1. The yield is 0.960. (3) The reactants are [Cl:1][C:2]1[CH:7]=[C:6]([Cl:8])[CH:5]=[CH:4][C:3]=1[OH:9].[CH3:10][NH:11][CH3:12].[CH2:13]=O. The catalyst is C(O)C.O. The product is [Cl:1][C:2]1[CH:7]=[C:6]([Cl:8])[CH:5]=[C:4]([CH2:10][N:11]([CH3:13])[CH3:12])[C:3]=1[OH:9]. The yield is 0.900. (4) The reactants are [C:1]([C:3]1[CH:4]=[C:5]2[N:11]=[CH:10][N:9]([C:12]3[CH:13]=[C:14]([NH:26][C:27](=[O:29])[CH3:28])[CH:15]=[C:16]([C:18]4[CH:23]=[CH:22][C:21]([F:24])=[CH:20][C:19]=4[F:25])[CH:17]=3)[C:6]2=[N:7][CH:8]=1)#[CH:2].[N-:30]=[N+:31]=[N-:32].[Na+]. The catalyst is CN(C=O)C.[Cu](I)I. The product is [NH:30]1[CH:2]=[C:1]([C:3]2[CH:4]=[C:5]3[N:11]=[CH:10][N:9]([C:12]4[CH:13]=[C:14]([NH:26][C:27](=[O:29])[CH3:28])[CH:15]=[C:16]([C:18]5[CH:23]=[CH:22][C:21]([F:24])=[CH:20][C:19]=5[F:25])[CH:17]=4)[C:6]3=[N:7][CH:8]=2)[N:32]=[N:31]1. The yield is 0.900.